From a dataset of Reaction yield outcomes from USPTO patents with 853,638 reactions. Predict the reaction yield, written as a fraction of the theoretical maximum amount of product (1.0 means a 100% yield; for example, 0.34 means a 34% yield). The reactants are [CH2:1]([OH:5])[CH2:2][C:3]#[CH:4].[Cl:6][C:7]1[CH:35]=[CH:34][CH:33]=[C:32]([Cl:36])[C:8]=1[C:9]([NH:11][C@H:12]([C:28]([O:30][CH3:31])=[O:29])[CH2:13][C:14]1[CH:19]=[CH:18][C:17](OS(C(F)(F)F)(=O)=O)=[CH:16][CH:15]=1)=[O:10].C(N(CC)CC)C. The catalyst is CN(C=O)C.[Cu]I. The product is [Cl:6][C:7]1[CH:35]=[CH:34][CH:33]=[C:32]([Cl:36])[C:8]=1[C:9]([NH:11][C@H:12]([C:28]([O:30][CH3:31])=[O:29])[CH2:13][C:14]1[CH:19]=[CH:18][C:17]([C:4]#[C:3][CH2:2][CH2:1][OH:5])=[CH:16][CH:15]=1)=[O:10]. The yield is 0.760.